This data is from Forward reaction prediction with 1.9M reactions from USPTO patents (1976-2016). The task is: Predict the product of the given reaction. Given the reactants [CH3:1][O:2][C:3]([C:5]1[CH:13]=[C:12]2[C:8]([CH:9]=[CH:10][NH:11]2)=[CH:7][CH:6]=1)=[O:4].CS(O[CH2:19][C:20]1[CH:21]=[N:22][C:23]([O:26][CH3:27])=[CH:24][CH:25]=1)(=O)=O.[H-].[Na+], predict the reaction product. The product is: [CH3:27][O:26][C:23]1[N:22]=[CH:21][C:20]([CH2:19][N:11]2[C:12]3[C:8](=[CH:7][CH:6]=[C:5]([C:3]([O:2][CH3:1])=[O:4])[CH:13]=3)[CH:9]=[CH:10]2)=[CH:25][CH:24]=1.